Task: Predict which catalyst facilitates the given reaction.. Dataset: Catalyst prediction with 721,799 reactions and 888 catalyst types from USPTO (1) Reactant: [CH2:1](Br)[CH:2]=[CH2:3].[CH3:5][O:6][C:7]1[CH:8]=[C:9]2[C:14](=[CH:15][CH:16]=1)[C:13](=[O:17])[CH2:12][CH2:11][CH2:10]2.CC(C)([O-])C.[K+]. Product: [CH2:3]([CH:12]1[CH2:11][CH2:10][C:9]2[C:14](=[CH:15][CH:16]=[C:7]([O:6][CH3:5])[CH:8]=2)[C:13]1=[O:17])[CH:2]=[CH2:1]. The catalyst class is: 56. (2) Reactant: [CH2:1]([CH:4]([CH2:15][CH:16]=[CH2:17])[CH2:5][O:6][SiH2:7][C:8]1[CH:13]=[CH:12][C:11](I)=[CH:10][CH:9]=1)[CH:2]=[CH2:3].C(=O)([O-])[O-].[K+].[K+].[C:24]1(B(O)O)[CH:29]=[CH:28][CH:27]=[CH:26][CH:25]=1.C1(C)C=CC=CC=1. Product: [CH2:1]([CH:4]([CH2:15][CH:16]=[CH2:17])[CH2:5][O:6][SiH2:7][C:8]1[CH:13]=[CH:12][C:11]([C:24]2[CH:29]=[CH:28][CH:27]=[CH:26][CH:25]=2)=[CH:10][CH:9]=1)[CH:2]=[CH2:3]. The catalyst class is: 28. (3) Reactant: [Li].[C:2]([O:6][C:7](=[O:26])[N:8]([CH:11]([CH3:25])[CH2:12][C:13]1[CH:24]=[CH:23][C:16]2[O:17][CH:18]([C:20](=O)[NH2:21])[O:19][C:15]=2[CH:14]=1)[CH2:9][CH3:10])([CH3:5])([CH3:4])[CH3:3]. Product: [C:2]([O:6][C:7](=[O:26])[N:8]([CH:11]([CH3:25])[CH2:12][C:13]1[CH:24]=[CH:23][C:16]2[O:17][CH:18]([CH2:20][NH2:21])[O:19][C:15]=2[CH:14]=1)[CH2:9][CH3:10])([CH3:3])([CH3:4])[CH3:5]. The catalyst class is: 1.